This data is from Catalyst prediction with 721,799 reactions and 888 catalyst types from USPTO. The task is: Predict which catalyst facilitates the given reaction. (1) Reactant: [CH3:1][O:2][C:3]1[CH:4]=[C:5]([CH:27]=[CH:28][C:29]=1[O:30][CH3:31])[CH2:6][NH:7][C:8](=[O:26])[C:9]1[CH:14]=[C:13]([N+:15]([O-:17])=[O:16])[CH:12]=[CH:11][C:10]=1[NH:18][C@H:19]1[CH2:24][CH2:23][C@@H:22]([OH:25])[CH2:21][CH2:20]1.C(N(CC)CC)C.[C:39](Cl)(=[O:41])[CH3:40]. Product: [C:39]([O:25][C@@H:22]1[CH2:21][CH2:20][C@H:19]([NH:18][C:10]2[CH:11]=[CH:12][C:13]([N+:15]([O-:17])=[O:16])=[CH:14][C:9]=2[C:8]([NH:7][CH2:6][C:5]2[CH:27]=[CH:28][C:29]([O:30][CH3:31])=[C:3]([O:2][CH3:1])[CH:4]=2)=[O:26])[CH2:24][CH2:23]1)(=[O:41])[CH3:40]. The catalyst class is: 112. (2) Reactant: [NH2:1][C:2]1[CH:7]=[CH:6][CH:5]=[CH:4][CH:3]=1.Cl.N([O-])=O.[Na+:12].S([NH2:17])(=O)(=O)O.[NH2:18][C:19]1[C:28]2[C:23](=[CH:24][CH:25]=[CH:26][CH:27]=2)[C:22]([S:29]([OH:32])(=[O:31])=[O:30])=[CH:21][CH:20]=1.[OH-].[Na+].[Cl-].[Na+]. Product: [Na+:12].[NH2:18][C:19]1[C:28]2[C:23](=[CH:24][CH:25]=[CH:26][CH:27]=2)[C:22]([S:29]([O-:32])(=[O:30])=[O:31])=[CH:21][C:20]=1[N:17]=[N:1][C:2]1[CH:7]=[CH:6][CH:5]=[CH:4][CH:3]=1. The catalyst class is: 6. (3) Reactant: O.[NH2:2][NH2:3].[Br:4][C:5]1[CH:6]=[C:7]([CH:19]=[CH:20][C:21]=1[F:22])[CH:8]=[C:9]1[C:17]2[C:12](=[CH:13][CH:14]=[CH:15][CH:16]=2)[C:11](=O)[O:10]1. Product: [Br:4][C:5]1[CH:6]=[C:7]([CH:19]=[CH:20][C:21]=1[F:22])[CH2:8][C:9]1[C:17]2[C:12](=[CH:13][CH:14]=[CH:15][CH:16]=2)[C:11](=[O:10])[NH:3][N:2]=1. The catalyst class is: 223. (4) Reactant: [CH2:1]([O:8][C:9]1[CH:24]=[CH:23][C:22]([C:25]#[N:26])=[CH:21][C:10]=1[C:11]([O:13][CH2:14][C:15]1[CH:20]=[CH:19][CH:18]=[CH:17][CH:16]=1)=[O:12])[C:2]1[CH:7]=[CH:6][CH:5]=[CH:4][CH:3]=1.[N-:27]=[N+:28]=[N-:29].[Na+].[Cl-].[NH4+]. The catalyst class is: 3. Product: [CH2:1]([O:8][C:9]1[CH:24]=[CH:23][C:22]([C:25]2[NH:29][N:28]=[N:27][N:26]=2)=[CH:21][C:10]=1[C:11]([O:13][CH2:14][C:15]1[CH:16]=[CH:17][CH:18]=[CH:19][CH:20]=1)=[O:12])[C:2]1[CH:3]=[CH:4][CH:5]=[CH:6][CH:7]=1. (5) Reactant: [CH3:1][N:2]([CH3:29])[C:3]1[CH:8]=[CH:7][C:6]([S:9]([N:12]2[CH:16]=[CH:15][C:14](/[CH:17]=[CH:18]/[C:19]([NH:21][O:22]C3CCCCO3)=[O:20])=[CH:13]2)(=[O:11])=[O:10])=[CH:5][CH:4]=1. Product: [CH3:29][N:2]([CH3:1])[C:3]1[CH:4]=[CH:5][C:6]([S:9]([N:12]2[CH:16]=[CH:15][C:14](/[CH:17]=[CH:18]/[C:19]([NH:21][OH:22])=[O:20])=[CH:13]2)(=[O:10])=[O:11])=[CH:7][CH:8]=1. The catalyst class is: 24.